The task is: Predict the product of the given reaction.. This data is from Forward reaction prediction with 1.9M reactions from USPTO patents (1976-2016). (1) Given the reactants [F:1][C:2]1[CH:11]=[CH:10][C:5]([C:6]([O:8][CH3:9])=[O:7])=[C:4]([OH:12])[CH:3]=1.[CH2:13](O)[CH2:14][C:15]1[CH:20]=[CH:19][CH:18]=[CH:17][CH:16]=1.C1(P(C2C=CC=CC=2)C2C=CC=CC=2)C=CC=CC=1.CC(OC(/N=N/C(OC(C)C)=O)=O)C, predict the reaction product. The product is: [F:1][C:2]1[CH:11]=[CH:10][C:5]([C:6]([O:8][CH3:9])=[O:7])=[C:4]([O:12][CH2:13][CH2:14][C:15]2[CH:20]=[CH:19][CH:18]=[CH:17][CH:16]=2)[CH:3]=1. (2) Given the reactants [NH2:1][C:2]1[N:3]=[CH:4][C:5]2[C:10]([CH:11]=1)=[CH:9][CH:8]=[C:7]([C:12]1[C:13]([CH3:22])=[N:14][CH:15]=[C:16]([CH:21]=1)[C:17]([O:19]C)=[O:18])[CH:6]=2.O1CCCC1.[OH-].[Li+].C(O)(=O)CC(CC(O)=O)(C(O)=O)O, predict the reaction product. The product is: [NH2:1][C:2]1[N:3]=[CH:4][C:5]2[C:10]([CH:11]=1)=[CH:9][CH:8]=[C:7]([C:12]1[C:13]([CH3:22])=[N:14][CH:15]=[C:16]([CH:21]=1)[C:17]([OH:19])=[O:18])[CH:6]=2. (3) Given the reactants [H-].[Na+].[CH3:3]S(I)(C)(C)=O.[CH3:9][O:10][C:11]1[CH:18]=[CH:17][CH:16]=[CH:15][C:12]=1[CH:13]=[O:14], predict the reaction product. The product is: [CH3:9][O:10][C:11]1[CH:18]=[CH:17][CH:16]=[CH:15][C:12]=1[CH:13]1[CH2:3][O:14]1. (4) Given the reactants [CH3:1][O:2][C:3]1[CH:22]=[CH:21][C:6]([CH2:7][C@@H:8]2[C:12]3=[N:13][C:14]4[CH:19]=[CH:18][CH:17]=[CH:16][C:15]=4[N:11]3[C:10](=[O:20])[NH:9]2)=[CH:5][CH:4]=1.Cl.Cl.[S:25]1[CH:29]=[CH:28][N:27]2[CH:30]=[C:31]([CH:33]([NH2:35])[CH3:34])[N:32]=[C:26]12.C(O)(C(F)(F)F)=O, predict the reaction product. The product is: [NH:13]1[C:14]2[CH:19]=[CH:18][CH:17]=[CH:16][C:15]=2[N:11]=[C:12]1[C@H:8]([NH:9][C:10]([NH:35][CH:33]([C:31]1[N:32]=[C:26]2[N:27]([CH:30]=1)[CH:28]=[CH:29][S:25]2)[CH3:34])=[O:20])[CH2:7][C:6]1[CH:21]=[CH:22][C:3]([O:2][CH3:1])=[CH:4][CH:5]=1. (5) Given the reactants Cl.[F:2][C:3]([F:14])([F:13])[CH:4]1[C:9]2[N:10]=[CH:11][NH:12][C:8]=2[CH2:7][CH2:6][NH:5]1.[Cl:15][C:16]1[C:24]([C:25]([F:28])([F:27])[F:26])=[CH:23][CH:22]=[CH:21][C:17]=1[C:18](O)=[O:19].CN(C(ON1N=NC2C=CC=NC1=2)=[N+](C)C)C.F[P-](F)(F)(F)(F)F.CCN(C(C)C)C(C)C, predict the reaction product. The product is: [Cl:15][C:16]1[C:24]([C:25]([F:27])([F:28])[F:26])=[CH:23][CH:22]=[CH:21][C:17]=1[C:18]([N:5]1[CH2:6][CH2:7][C:8]2[NH:12][CH:11]=[N:10][C:9]=2[CH:4]1[C:3]([F:2])([F:13])[F:14])=[O:19]. (6) Given the reactants [CH2:1]([N:3]([CH3:11])[C:4]([N:6]1[CH:10]=[CH:9][N:8]=[CH:7]1)=[O:5])[CH3:2].[S:12]([O:17]C)([O:15][CH3:16])(=[O:14])=[O:13], predict the reaction product. The product is: [CH3:16][O:15][S:12]([O-:17])(=[O:14])=[O:13].[CH2:1]([N:3]([C:4]([NH+:6]1[CH:10]=[CH:9][N:8]([CH3:16])[CH2:7]1)=[O:5])[CH3:11])[CH3:2]. (7) Given the reactants [CH3:1][C:2]1[CH:7]=[C:6]([NH:8][C:9]2[CH:14]=[C:13]([C:15]([F:18])([F:17])[F:16])[CH:12]=[CH:11][N:10]=2)[N:5]=[C:4]([C:19]([NH:21][NH2:22])=O)[CH:3]=1.[CH3:23][NH:24][C:25](=O)[CH3:26], predict the reaction product. The product is: [CH3:23][N:24]1[C:25]([CH3:26])=[N:22][N:21]=[C:19]1[C:4]1[N:5]=[C:6]([NH:8][C:9]2[CH:14]=[C:13]([C:15]([F:18])([F:17])[F:16])[CH:12]=[CH:11][N:10]=2)[CH:7]=[C:2]([CH3:1])[CH:3]=1. (8) Given the reactants [Br:1][C:2]1[CH:3]=[C:4]([CH:16]=[C:17](I)[CH:18]=1)[C:5]([NH:7][CH2:8][C:9]1[CH:10]=[N:11][C:12]([CH3:15])=[CH:13][CH:14]=1)=[O:6].[NH:20]1[CH2:26][CH2:25][CH2:24][C@H:21]1[CH2:22][OH:23].C(=O)([O-])[O-].[K+].[K+].N1CCC[C@H]1C(O)=O, predict the reaction product. The product is: [Br:1][C:2]1[CH:3]=[C:4]([CH:16]=[C:17]([N:20]2[CH2:26][CH2:25][CH2:24][C@H:21]2[CH2:22][OH:23])[CH:18]=1)[C:5]([NH:7][CH2:8][C:9]1[CH:10]=[N:11][C:12]([CH3:15])=[CH:13][CH:14]=1)=[O:6].